This data is from Reaction yield outcomes from USPTO patents with 853,638 reactions. The task is: Predict the reaction yield, written as a fraction of the theoretical maximum amount of product (1.0 means a 100% yield; for example, 0.34 means a 34% yield). (1) The reactants are [OH-].[Na+].[OH:3][CH:4]1[CH2:9][CH2:8][N:7]([C:10]2[CH:19]=[C:18]([C:20]([NH:22][C:23]3[C:24]([CH3:34])=[C:25]([CH:30]=[CH:31][C:32]=3[CH3:33])[C:26]([O:28]C)=[O:27])=[O:21])[C:17]3[C:12](=[CH:13][CH:14]=[CH:15][CH:16]=3)[N:11]=2)[CH2:6][CH2:5]1.CO. The catalyst is C1COCC1. The product is [OH:3][CH:4]1[CH2:9][CH2:8][N:7]([C:10]2[CH:19]=[C:18]([C:20]([NH:22][C:23]3[C:24]([CH3:34])=[C:25]([CH:30]=[CH:31][C:32]=3[CH3:33])[C:26]([OH:28])=[O:27])=[O:21])[C:17]3[C:12](=[CH:13][CH:14]=[CH:15][CH:16]=3)[N:11]=2)[CH2:6][CH2:5]1. The yield is 0.310. (2) The reactants are [F:1][C:2]1[CH:3]=[CH:4][C:5]([O:8][C:9]2[CH:15]=[CH:14][C:12]([NH2:13])=[CH:11][CH:10]=2)=[N:6][CH:7]=1.C1(P(C2C=CC=CC=2)C2C3OC4C(=CC=CC=4P(C4C=CC=CC=4)C4C=CC=CC=4)C(C)(C)C=3C=CC=2)C=CC=CC=1.C(=O)([O-])[O-].[Cs+].[Cs+].Br[C:65]1[CH:74]=[C:73]2[C:68]([C:69](=[O:88])[C:70]([C:83]([O:85][CH2:86][CH3:87])=[O:84])=[CH:71][N:72]2[CH2:75][C:76]2[CH:81]=[CH:80][C:79]([Cl:82])=[CH:78][CH:77]=2)=[CH:67][CH:66]=1.C(O)(=O)CC(CC(O)=O)(C(O)=O)O. The catalyst is C([O-])(=O)C.[Pd+2].C([O-])(=O)C.O.O1CCOCC1. The product is [Cl:82][C:79]1[CH:78]=[CH:77][C:76]([CH2:75][N:72]2[C:73]3[C:68](=[CH:67][CH:66]=[C:65]([NH:13][C:12]4[CH:14]=[CH:15][C:9]([O:8][C:5]5[CH:4]=[CH:3][C:2]([F:1])=[CH:7][N:6]=5)=[CH:10][CH:11]=4)[CH:74]=3)[C:69](=[O:88])[C:70]([C:83]([O:85][CH2:86][CH3:87])=[O:84])=[CH:71]2)=[CH:81][CH:80]=1. The yield is 0.500. (3) The reactants are [CH:1]1([SH:4])[CH2:3][CH2:2]1.[H-].[Na+].F[C:8]1[CH:13]=[CH:12][C:11]([N+:14]([O-:16])=[O:15])=[CH:10][CH:9]=1.O. The catalyst is C1COCC1.C(OCC)C. The product is [CH:1]1([S:4][C:8]2[CH:13]=[CH:12][C:11]([N+:14]([O-:16])=[O:15])=[CH:10][CH:9]=2)[CH2:3][CH2:2]1. The yield is 0.610. (4) The reactants are [Cl:1][C:2]([Cl:18])([Cl:17])[CH2:3][O:4][C:5]([N:7]1[CH2:16][CH2:15][C:14]2[C:9](=[CH:10][CH:11]=[CH:12][CH:13]=2)[CH2:8]1)=[O:6].[Cl:19][S:20](O)(=[O:22])=[O:21]. The catalyst is ClCCl. The product is [Cl:18][C:2]([Cl:1])([Cl:17])[CH2:3][O:4][C:5]([N:7]1[CH2:16][CH2:15][C:14]2[C:9](=[CH:10][C:11]([S:20]([Cl:19])(=[O:22])=[O:21])=[CH:12][CH:13]=2)[CH2:8]1)=[O:6]. The yield is 0.830. (5) The reactants are [O:1]1[CH2:6][CH2:5][N:4]([C:7]2[CH:8]=[CH:9][C:10]([CH2:13][OH:14])=[N:11][CH:12]=2)[CH2:3][CH2:2]1.[H-].[Na+].F[C:18]1[CH:25]=[CH:24][C:21]([C:22]#[N:23])=[CH:20][CH:19]=1.[NH4+].[Cl-]. The catalyst is O.CN(C=O)C. The product is [O:1]1[CH2:6][CH2:5][N:4]([C:7]2[CH:8]=[CH:9][C:10]([CH2:13][O:14][C:18]3[CH:25]=[CH:24][C:21]([C:22]#[N:23])=[CH:20][CH:19]=3)=[N:11][CH:12]=2)[CH2:3][CH2:2]1. The yield is 0.870.